From a dataset of Full USPTO retrosynthesis dataset with 1.9M reactions from patents (1976-2016). Predict the reactants needed to synthesize the given product. (1) The reactants are: [NH2:1][C:2]1[CH:11]=[CH:10][C:9]([F:12])=[CH:8][C:3]=1[C:4]([O:6]C)=O.[C:13]([C:18]#[N:19])(=[O:17])[O:14][CH2:15][CH3:16].Cl. Given the product [F:12][C:9]1[CH:8]=[C:3]2[C:2](=[CH:11][CH:10]=1)[N:1]=[C:18]([C:13]([O:14][CH2:15][CH3:16])=[O:17])[NH:19][C:4]2=[O:6], predict the reactants needed to synthesize it. (2) Given the product [CH2:1]([N:8]1[CH:12]=[C:11]([CH2:13][CH2:14][C:15]([OH:17])=[O:16])[C:10]([O:20][CH2:21][C:22]2[CH:23]=[N:24][C:25]([O:28][CH2:29][C:30]3[N:31]=[C:32]([C:36]4[CH:37]=[CH:38][CH:39]=[CH:40][CH:41]=4)[O:33][C:34]=3[CH3:35])=[CH:26][CH:27]=2)=[N:9]1)[C:2]1[CH:7]=[CH:6][CH:5]=[CH:4][CH:3]=1, predict the reactants needed to synthesize it. The reactants are: [CH2:1]([N:8]1[CH:12]=[C:11]([CH2:13][CH2:14][C:15]([O:17]CC)=[O:16])[C:10]([O:20][CH2:21][C:22]2[CH:23]=[N:24][C:25]([O:28][CH2:29][C:30]3[N:31]=[C:32]([C:36]4[CH:41]=[CH:40][CH:39]=[CH:38][CH:37]=4)[O:33][C:34]=3[CH3:35])=[CH:26][CH:27]=2)=[N:9]1)[C:2]1[CH:7]=[CH:6][CH:5]=[CH:4][CH:3]=1.[OH-].[Na+].O1CCCC1.Cl.